Dataset: Forward reaction prediction with 1.9M reactions from USPTO patents (1976-2016). Task: Predict the product of the given reaction. (1) Given the reactants [F:1][C:2]1[CH:7]=[C:6]([O:8][CH3:9])[C:5]([O:10][CH3:11])=[CH:4][C:3]=1[CH:12](O)[C:13]([O:15][CH3:16])=[O:14].C(N(CC)CC)C.S([Cl:29])(C)(=O)=O, predict the reaction product. The product is: [Cl:29][CH:12]([C:3]1[CH:4]=[C:5]([O:10][CH3:11])[C:6]([O:8][CH3:9])=[CH:7][C:2]=1[F:1])[C:13]([O:15][CH3:16])=[O:14]. (2) The product is: [C:6]([O:10][C:11]([NH:13][C:14]1[CH:19]=[CH:18][CH:17]=[C:16]([O:20][CH3:21])[C:15]=1[CH2:22][C:26](=[O:29])[CH2:27][CH3:28])=[O:12])([CH3:9])([CH3:8])[CH3:7]. Given the reactants C([Li])(CC)C.[C:6]([O:10][C:11]([NH:13][C:14]1[CH:19]=[CH:18][CH:17]=[C:16]([O:20][CH3:21])[C:15]=1[CH3:22])=[O:12])([CH3:9])([CH3:8])[CH3:7].CON(C)[C:26](=[O:29])[CH2:27][CH3:28], predict the reaction product. (3) The product is: [CH3:16][O:18][C:19](=[O:22])[CH2:20][N:12]1[CH2:11][CH2:10][N:9]2[CH:13]=[CH:14][CH:15]=[C:8]2[CH:7]1[C:1]1[CH:2]=[CH:3][CH:4]=[CH:5][CH:6]=1. Given the reactants [C:1]1([CH:7]2[NH:12][CH2:11][CH2:10][N:9]3[CH:13]=[CH:14][CH:15]=[C:8]23)[CH:6]=[CH:5][CH:4]=[CH:3][CH:2]=1.[CH2:16]([O:18][C:19](=[O:22])[CH2:20]Br)C.C(=O)([O-])[O-].[K+].[K+].O, predict the reaction product. (4) Given the reactants [Br:1][C:2]1[CH:15]=[CH:14][C:5]2[NH:6][C:7](=[O:13])[N:8]([CH3:12])[S:9](=[O:11])(=[O:10])[C:4]=2[CH:3]=1.C([O-])([O-])=O.[K+].[K+].[CH3:22][Si:23]([CH2:26][CH2:27][O:28][CH2:29]Cl)([CH3:25])[CH3:24].O, predict the reaction product. The product is: [Br:1][C:2]1[CH:15]=[CH:14][C:5]2[N:6]([CH2:29][O:28][CH2:27][CH2:26][Si:23]([CH3:25])([CH3:24])[CH3:22])[C:7](=[O:13])[N:8]([CH3:12])[S:9](=[O:10])(=[O:11])[C:4]=2[CH:3]=1. (5) Given the reactants [NH2:1][C:2]1[CH:3]=[C:4]([CH:36]=[CH:37][CH:38]=1)[CH2:5][O:6][CH2:7][CH2:8][O:9][C:10]1[CH:15]=[CH:14][C:13]([CH2:16][CH2:17][N:18]2[CH2:22][C@@H:21]([C:23]3[CH:34]=[CH:33][C:26]4[O:27][C:28]([CH3:32])([CH3:31])[O:29][CH2:30][C:25]=4[CH:24]=3)[O:20][C:19]2=[O:35])=[CH:12][CH:11]=1.Cl.[C:40](Cl)(=[O:47])[C:41]1[CH:46]=[CH:45][CH:44]=[N:43][CH:42]=1.C(N(CC)C(C)C)(C)C, predict the reaction product. The product is: [CH3:31][C:28]1([CH3:32])[O:27][C:26]2[CH:33]=[CH:34][C:23]([C@H:21]3[O:20][C:19](=[O:35])[N:18]([CH2:17][CH2:16][C:13]4[CH:12]=[CH:11][C:10]([O:9][CH2:8][CH2:7][O:6][CH2:5][C:4]5[CH:3]=[C:2]([NH:1][C:40](=[O:47])[C:41]6[CH:46]=[CH:45][CH:44]=[N:43][CH:42]=6)[CH:38]=[CH:37][CH:36]=5)=[CH:15][CH:14]=4)[CH2:22]3)=[CH:24][C:25]=2[CH2:30][O:29]1. (6) Given the reactants [CH3:1]C(C)CCCCCCC(OCCC1C=CC(O)=C(OC)C=1)=O.[C:24]([O:35][CH2:36][C:37]1[CH:45]=[CH:44][C:42]([OH:43])=[C:39]([O:40][CH3:41])[CH:38]=1)(=[O:34])[CH2:25][CH2:26][CH2:27][CH2:28][CH2:29][CH2:30][CH2:31][CH2:32]C, predict the reaction product. The product is: [CH3:1][CH:31]([CH3:32])[CH2:30][CH2:29][CH2:28][CH2:27][CH2:26][CH2:25][C:24]([O:35][CH2:36][C:37]1[CH:45]=[CH:44][C:42]([OH:43])=[C:39]([O:40][CH3:41])[CH:38]=1)=[O:34].